From a dataset of Full USPTO retrosynthesis dataset with 1.9M reactions from patents (1976-2016). Predict the reactants needed to synthesize the given product. Given the product [ClH:15].[CH3:1][O:2][C:3](=[O:14])[CH2:4][C:5]1([CH2:8][CH2:9][CH2:10][NH2:11])[CH2:6][CH2:7]1, predict the reactants needed to synthesize it. The reactants are: [CH3:1][O:2][C:3](=[O:14])[CH2:4][C:5]1([CH2:8][CH2:9][CH2:10][N:11]=[N+]=[N-])[CH2:7][CH2:6]1.[ClH:15].